Dataset: Reaction yield outcomes from USPTO patents with 853,638 reactions. Task: Predict the reaction yield, written as a fraction of the theoretical maximum amount of product (1.0 means a 100% yield; for example, 0.34 means a 34% yield). (1) The reactants are Cl.[N+:2]([C:5]1[CH:30]=[CH:29][C:8]([C:9]([O:11][C@H:12]2[C:16]3[N:17]=[CH:18][N:19]=[C:20]([N:21]4[CH2:27][CH2:26][CH2:25][NH:24][CH2:23][CH2:22]4)[C:15]=3[C@H:14]([CH3:28])[CH2:13]2)=[O:10])=[CH:7][CH:6]=1)([O-:4])=[O:3].[C:31]([O:35][C:36]([N:38]([CH:51]([CH3:53])[CH3:52])[CH2:39][CH:40]([C:44]1[CH:49]=[CH:48][C:47]([Cl:50])=[CH:46][CH:45]=1)[C:41](O)=[O:42])=[O:37])([CH3:34])([CH3:33])[CH3:32].ClCCl.CN(C(ON1N=NC2C=CC=CC1=2)=[N+](C)C)C.F[P-](F)(F)(F)(F)F. No catalyst specified. The product is [N+:2]([C:5]1[CH:6]=[CH:7][C:8]([C:9]([O:11][C@H:12]2[C:16]3[N:17]=[CH:18][N:19]=[C:20]([N:21]4[CH2:27][CH2:26][CH2:25][N:24]([C:41](=[O:42])[C@@H:40]([C:44]5[CH:45]=[CH:46][C:47]([Cl:50])=[CH:48][CH:49]=5)[CH2:39][N:38]([C:36]([O:35][C:31]([CH3:32])([CH3:33])[CH3:34])=[O:37])[CH:51]([CH3:52])[CH3:53])[CH2:23][CH2:22]4)[C:15]=3[C@H:14]([CH3:28])[CH2:13]2)=[O:10])=[CH:29][CH:30]=1)([O-:4])=[O:3]. The yield is 0.500. (2) The reactants are [Li]CCCC.Br[C:7]1[C:16]2[C:11](=[CH:12][CH:13]=[CH:14][CH:15]=2)[N:10]=[C:9]([C:17]([CH3:19])=[CH2:18])[CH:8]=1.[CH:20]([C:22]1[CH:31]=[CH:30][C:25]([C:26]([O:28][CH3:29])=[O:27])=[CH:24][CH:23]=1)=[O:21]. The catalyst is C1COCC1. The product is [OH:21][CH:20]([C:7]1[C:16]2[C:11](=[CH:12][CH:13]=[CH:14][CH:15]=2)[N:10]=[C:9]([C:17]([CH3:19])=[CH2:18])[CH:8]=1)[C:22]1[CH:23]=[CH:24][C:25]([C:26]([O:28][CH3:29])=[O:27])=[CH:30][CH:31]=1. The yield is 0.460. (3) The reactants are [Cl:1][C:2]1[CH:3]=[C:4]([N:13]([CH2:22][CH3:23])[C@H:14]2[CH2:19][CH2:18][C@H:17]([NH:20][CH3:21])[CH2:16][CH2:15]2)[C:5]([CH3:12])=[C:6]([CH:11]=1)[C:7]([O:9][CH3:10])=[O:8].[CH3:24][O:25][C:26]1[CH:33]=[CH:32][C:29]([CH:30]=O)=[CH:28][CH:27]=1.C([BH3-])#N.[Na+]. The catalyst is ClC(Cl)C.CC(C)[O-].[Ti+4].CC(C)[O-].CC(C)[O-].CC(C)[O-]. The product is [Cl:1][C:2]1[CH:3]=[C:4]([N:13]([CH2:22][CH3:23])[C@H:14]2[CH2:19][CH2:18][C@H:17]([N:20]([CH2:30][C:29]3[CH:32]=[CH:33][C:26]([O:25][CH3:24])=[CH:27][CH:28]=3)[CH3:21])[CH2:16][CH2:15]2)[C:5]([CH3:12])=[C:6]([CH:11]=1)[C:7]([O:9][CH3:10])=[O:8]. The yield is 0.370. (4) The reactants are [Cl:1][C:2]1[N:7]=[C:6]([NH2:8])[C:5]([N+:9]([O-])=O)=[CH:4][C:3]=1[I:12].[NH4+].[Cl-]. The catalyst is C(O)C.O.[Fe]. The product is [Cl:1][C:2]1[N:7]=[C:6]([NH2:8])[C:5]([NH2:9])=[CH:4][C:3]=1[I:12]. The yield is 0.970.